Dataset: Full USPTO retrosynthesis dataset with 1.9M reactions from patents (1976-2016). Task: Predict the reactants needed to synthesize the given product. Given the product [CH3:1][N:2]1[C:6]2[C:7]3[CH:8]=[CH:9][CH:10]=[CH:11][C:12]=3[O:13][CH2:14][C:5]=2[C:4]([CH2:15][NH:23][CH2:21][CH3:22])=[N:3]1, predict the reactants needed to synthesize it. The reactants are: [CH3:1][N:2]1[C:6]2[C:7]3[CH:8]=[CH:9][CH:10]=[CH:11][C:12]=3[O:13][CH2:14][C:5]=2[C:4]([CH:15]=O)=[N:3]1.C(O)(=O)C.[CH2:21]([NH2:23])[CH3:22].C([BH3-])#N.[Na+].